This data is from Forward reaction prediction with 1.9M reactions from USPTO patents (1976-2016). The task is: Predict the product of the given reaction. (1) Given the reactants [Cl:1][C:2]1[CH:3]=[C:4]([NH:9][C:10]([NH2:12])=[S:11])[CH:5]=[C:6]([Cl:8])[CH:7]=1.ClCCl.[F:16][C:17]([F:28])([F:27])[C:18](O[C:18](=[O:19])[C:17]([F:28])([F:27])[F:16])=[O:19], predict the reaction product. The product is: [Cl:1][C:2]1[CH:3]=[C:4]([NH:9][C:10]([NH:12][C:18](=[O:19])[C:17]([F:28])([F:27])[F:16])=[S:11])[CH:5]=[C:6]([Cl:8])[CH:7]=1. (2) Given the reactants [CH3:1][N:2]([N:4]=[CH:5][C:6]1[CH:11]=[CH:10][C:9]([C:12]([N:14]2[CH2:19][CH2:18][N:17]([S:20]([C:23]3[NH:24][C:25]4[C:30]([CH:31]=3)=[CH:29][C:28]([Cl:32])=[CH:27][CH:26]=4)(=[O:22])=[O:21])[CH2:16][CH:15]2[C:33]([O:35]C)=[O:34])=[O:13])=[CH:8][CH:7]=1)[CH3:3].O.O[Li].O, predict the reaction product. The product is: [CH3:3][N:2]([N:4]=[CH:5][C:6]1[CH:11]=[CH:10][C:9]([C:12]([N:14]2[CH2:19][CH2:18][N:17]([S:20]([C:23]3[NH:24][C:25]4[C:30]([CH:31]=3)=[CH:29][C:28]([Cl:32])=[CH:27][CH:26]=4)(=[O:22])=[O:21])[CH2:16][CH:15]2[C:33]([OH:35])=[O:34])=[O:13])=[CH:8][CH:7]=1)[CH3:1].